Dataset: Reaction yield outcomes from USPTO patents with 853,638 reactions. Task: Predict the reaction yield, written as a fraction of the theoretical maximum amount of product (1.0 means a 100% yield; for example, 0.34 means a 34% yield). (1) The reactants are [N+:1]([C:4]1[CH:9]=[CH:8][C:7](B(O)O)=[CH:6][CH:5]=1)([O-:3])=[O:2].[C:13]([O:17][C:18]([N:20]1[CH2:25][CH:24]=[C:23](C2C=CC(N)=CC=2)[CH2:22][CH2:21]1)=[O:19])([CH3:16])([CH3:15])[CH3:14]. The catalyst is CCOC(C)=O. The product is [C:13]([O:17][C:18]([N:20]1[CH2:21][CH:22]=[C:23]([C:7]2[CH:8]=[CH:9][C:4]([N+:1]([O-:3])=[O:2])=[CH:5][CH:6]=2)[CH2:24][CH2:25]1)=[O:19])([CH3:16])([CH3:14])[CH3:15]. The yield is 0.900. (2) The reactants are CN(C(ON1N=NC2C=CC=NC1=2)=[N+](C)C)C.F[P-](F)(F)(F)(F)F.[NH:25]([C:27](=[O:37])[CH2:28][NH:29][C:30](=[O:36])[O:31][C:32]([CH3:35])([CH3:34])[CH3:33])[NH2:26].[CH2:38]([O:45][N:46]1[C:52](=[O:53])[N:51]2[CH2:54][C@H:47]1[CH2:48][CH2:49][C@H:50]2[C:55](O)=[O:56])[C:39]1[CH:44]=[CH:43][CH:42]=[CH:41][CH:40]=1.CCN(C(C)C)C(C)C. The catalyst is C(Cl)Cl. The product is [CH2:38]([O:45][N:46]1[C:52](=[O:53])[N:51]2[CH2:54][C@H:47]1[CH2:48][CH2:49][C@H:50]2[C:55]([NH:26][NH:25][C:27](=[O:37])[CH2:28][NH:29][C:30](=[O:36])[O:31][C:32]([CH3:33])([CH3:34])[CH3:35])=[O:56])[C:39]1[CH:40]=[CH:41][CH:42]=[CH:43][CH:44]=1. The yield is 0.620. (3) The reactants are [CH2:1]([O:3][C:4](=[CH:10][CH:11]=[CH:12][C:13]1[CH:18]=[CH:17][C:16]([N+:19]([O-])=O)=[CH:15][CH:14]=1)[C:5]([O:7][CH2:8][CH3:9])=[O:6])[CH3:2]. The catalyst is C(OCC)(=O)C.[Pd]. The product is [CH2:8]([O:7][C:5](=[O:6])[CH:4]([O:3][CH2:1][CH3:2])[CH2:10][CH2:11][CH2:12][C:13]1[CH:14]=[CH:15][C:16]([NH2:19])=[CH:17][CH:18]=1)[CH3:9]. The yield is 0.940. (4) The reactants are [NH2:1][C:2]1[C:3]2[N:4]([C:8]([C@@H:26]3[CH2:31][CH2:30][CH2:29][NH:28][CH2:27]3)=[N:9][C:10]=2[C:11]2[CH:25]=[CH:24][C:14]([C:15]([NH:17][C:18]3[CH:23]=[CH:22][CH:21]=[CH:20][N:19]=3)=[O:16])=[CH:13][CH:12]=2)[CH:5]=[CH:6][N:7]=1.CCN(C(C)C)C(C)C.[C:41](O)(=[O:44])[CH2:42][CH3:43].CN(C(ON1N=NC2C=CC=NC1=2)=[N+](C)C)C.F[P-](F)(F)(F)(F)F. The catalyst is ClCCl. The product is [NH2:1][C:2]1[C:3]2[N:4]([C:8]([C@@H:26]3[CH2:31][CH2:30][CH2:29][N:28]([C:41](=[O:44])[CH2:42][CH3:43])[CH2:27]3)=[N:9][C:10]=2[C:11]2[CH:25]=[CH:24][C:14]([C:15]([NH:17][C:18]3[CH:23]=[CH:22][CH:21]=[CH:20][N:19]=3)=[O:16])=[CH:13][CH:12]=2)[CH:5]=[CH:6][N:7]=1. The yield is 0.599. (5) The reactants are [Br:1][C:2]1[C:11]2[C:6](=[CH:7][CH:8]=[C:9]([C:12]([OH:14])=O)[CH:10]=2)[CH:5]=[N:4][CH:3]=1.C(N(CC)C(C)C)(C)C.F[P-](F)(F)(F)(F)F.N1(OC(N(C)C)=[N+](C)C)C2N=CC=CC=2N=N1.[CH3:48][N:49]([S:51]([CH3:54])(=[O:53])=[O:52])[NH2:50]. The catalyst is CN(C)C=O. The product is [Br:1][C:2]1[C:11]2[C:6](=[CH:7][CH:8]=[C:9]([C:12]([NH:50][N:49]([CH3:48])[S:51]([CH3:54])(=[O:53])=[O:52])=[O:14])[CH:10]=2)[CH:5]=[N:4][CH:3]=1. The yield is 0.210. (6) The reactants are [H-].[Na+].[OH:3][C:4]1([C:12]2[S:13][C:14]([C:17]3[CH:18]=[C:19]([N:24]([C:32]4[N:37]=[C:36]([C:38]([F:41])([F:40])[F:39])[CH:35]=[CH:34][N:33]=4)[C:25](=[O:31])[O:26][C:27]([CH3:30])([CH3:29])[CH3:28])[CH:20]=[C:21]([CH3:23])[CH:22]=3)=[CH:15][N:16]=2)[CH2:10][CH2:9][C:8](=[O:11])[NH:7][CH2:6][CH2:5]1.Br[CH2:43][CH2:44][O:45][Si](C(C)(C)C)(C)C. The catalyst is CN(C=O)C. The product is [OH:45][CH2:44][CH2:43][O:3][C:4]1([C:12]2[S:13][C:14]([C:17]3[CH:18]=[C:19]([N:24]([C:32]4[N:37]=[C:36]([C:38]([F:40])([F:41])[F:39])[CH:35]=[CH:34][N:33]=4)[C:25](=[O:31])[O:26][C:27]([CH3:30])([CH3:29])[CH3:28])[CH:20]=[C:21]([CH3:23])[CH:22]=3)=[CH:15][N:16]=2)[CH2:10][CH2:9][C:8](=[O:11])[NH:7][CH2:6][CH2:5]1. The yield is 0.330. (7) The reactants are [Si]([O:8][CH2:9][C:10]([NH:13][C:14]([C:16]1[C:24]2[C:19](=[N:20][CH:21]=[C:22]([C:25]3[C:33]4[C:28](=[CH:29][C:30]([CH3:34])=[CH:31][CH:32]=4)[NH:27][N:26]=3)[N:23]=2)[NH:18][CH:17]=1)=[O:15])([CH3:12])[CH3:11])(C(C)(C)C)(C)C.Cl. The catalyst is O1CCOCC1. The product is [OH:8][CH2:9][C:10]([NH:13][C:14]([C:16]1[C:24]2[C:19](=[N:20][CH:21]=[C:22]([C:25]3[C:33]4[C:28](=[CH:29][C:30]([CH3:34])=[CH:31][CH:32]=4)[NH:27][N:26]=3)[N:23]=2)[NH:18][CH:17]=1)=[O:15])([CH3:11])[CH3:12]. The yield is 0.264. (8) The reactants are O=[C:2]1[C:8]2=[N:9][CH:10]=[CH:11][CH:12]=[C:7]2[CH2:6][CH2:5][CH2:4][CH:3]1[CH2:13][CH2:14][C:15]([O:17]CC)=O.O.C1(C)C=CC(S(O)(=O)=O)=CC=1.[CH3:32][O:33][C:34]1[CH:39]=[CH:38][C:37]([C@H:40]([NH2:42])[CH3:41])=[CH:36][CH:35]=1.C(O[BH-](OC(=O)C)OC(=O)C)(=O)C.[Na+].[BH4-].[Li+]. The catalyst is C1(C)C=CC=CC=1.O1CCCC1. The product is [CH3:32][O:33][C:34]1[CH:39]=[CH:38][C:37]([C@H:40]([NH:42][CH:2]2[C:8]3=[N:9][CH:10]=[CH:11][CH:12]=[C:7]3[CH2:6][CH2:5][CH2:4][CH:3]2[CH2:13][CH2:14][CH2:15][OH:17])[CH3:41])=[CH:36][CH:35]=1. The yield is 0.390.